Dataset: Merck oncology drug combination screen with 23,052 pairs across 39 cell lines. Task: Regression. Given two drug SMILES strings and cell line genomic features, predict the synergy score measuring deviation from expected non-interaction effect. (1) Drug 1: O=c1[nH]cc(F)c(=O)[nH]1. Drug 2: Cn1nnc2c(C(N)=O)ncn2c1=O. Cell line: SW620. Synergy scores: synergy=4.84. (2) Drug 1: CCN(CC)CCNC(=O)c1c(C)[nH]c(C=C2C(=O)Nc3ccc(F)cc32)c1C. Drug 2: CCc1c2c(nc3ccc(O)cc13)-c1cc3c(c(=O)n1C2)COC(=O)C3(O)CC. Cell line: A427. Synergy scores: synergy=-0.497. (3) Drug 2: CCc1cnn2c(NCc3ccc[n+]([O-])c3)cc(N3CCCCC3CCO)nc12. Cell line: CAOV3. Drug 1: C=CCn1c(=O)c2cnc(Nc3ccc(N4CCN(C)CC4)cc3)nc2n1-c1cccc(C(C)(C)O)n1. Synergy scores: synergy=-21.8. (4) Drug 1: COC12C(COC(N)=O)C3=C(C(=O)C(C)=C(N)C3=O)N1CC1NC12. Drug 2: C#Cc1cccc(Nc2ncnc3cc(OCCOC)c(OCCOC)cc23)c1. Cell line: SW837. Synergy scores: synergy=10.9.